This data is from Forward reaction prediction with 1.9M reactions from USPTO patents (1976-2016). The task is: Predict the product of the given reaction. (1) Given the reactants Cl.[Br:2][C:3]1[C:11]([Cl:12])=[CH:10][C:6]([C:7]([OH:9])=[O:8])=[C:5]([NH:13]N)[CH:4]=1.O=[C:16]1[CH2:21][CH2:20][CH2:19][CH:18]([C:22]([O:24][CH2:25][CH3:26])=[O:23])[CH2:17]1.C(O)(=O)C, predict the reaction product. The product is: [Br:2][C:3]1[C:11]([Cl:12])=[CH:10][C:6]([C:7]([OH:9])=[O:8])=[C:5]2[C:4]=1[C:21]1[CH2:20][CH2:19][CH:18]([C:22]([O:24][CH2:25][CH3:26])=[O:23])[CH2:17][C:16]=1[NH:13]2. (2) Given the reactants [F:1][C:2]([F:12])([F:11])[O:3][C:4]1[CH:5]=[C:6]([OH:10])[CH:7]=[CH:8][CH:9]=1.S(Cl)([Cl:16])(=O)=O, predict the reaction product. The product is: [Cl:16][C:9]1[CH:8]=[CH:7][C:6]([OH:10])=[CH:5][C:4]=1[O:3][C:2]([F:11])([F:12])[F:1]. (3) Given the reactants [CH3:1][N:2]([C:9](=[O:18])[C:10]#[C:11][C:12]1[CH:17]=[CH:16][CH:15]=[CH:14][CH:13]=1)[CH2:3][C:4]([O:6][CH2:7][CH3:8])=[O:5].O, predict the reaction product. The product is: [CH3:1][N:2]1[C:9](=[O:18])[CH:10]=[C:11]([C:12]2[CH:13]=[CH:14][CH:15]=[CH:16][CH:17]=2)[CH:3]1[C:4]([O:6][CH2:7][CH3:8])=[O:5]. (4) The product is: [CH:19]1([NH:18][C:16]([C:11]2[N:10]=[N:9][N:8]([C:5]3[CH:6]=[CH:7][C:2]([NH:1][C:22](=[O:25])[CH2:23][CH3:24])=[CH:3][CH:4]=3)[C:12]=2[CH2:13][CH2:14][CH3:15])=[O:17])[CH2:20][CH2:21]1. Given the reactants [NH2:1][C:2]1[CH:7]=[CH:6][C:5]([N:8]2[C:12]([CH2:13][CH2:14][CH3:15])=[C:11]([C:16]([NH:18][CH:19]3[CH2:21][CH2:20]3)=[O:17])[N:10]=[N:9]2)=[CH:4][CH:3]=1.[C:22](Cl)(=[O:25])[CH2:23][CH3:24], predict the reaction product. (5) Given the reactants [C:1]([O:5][C:6]([N:8]1[CH2:13][CH2:12][CH:11]([C:14]2[O:15][CH:16]=[CH:17][C:18]=2[C:19](OC)=[O:20])[CH2:10][CH2:9]1)=[O:7])([CH3:4])([CH3:3])[CH3:2].[H-].[H-].[H-].[H-].[Li+].[Al+3].O.[OH-].[Na+], predict the reaction product. The product is: [C:1]([O:5][C:6]([N:8]1[CH2:13][CH2:12][CH:11]([C:14]2[O:15][CH:16]=[CH:17][C:18]=2[CH2:19][OH:20])[CH2:10][CH2:9]1)=[O:7])([CH3:4])([CH3:2])[CH3:3]. (6) Given the reactants [CH:1]1([C:6]#[N:7])[CH2:5][CH2:4][CH2:3][CH2:2]1.Cl.[CH3:9][CH2:10][OH:11], predict the reaction product. The product is: [CH:1]1([C:6](=[NH:7])[O:11][CH2:10][CH3:9])[CH2:5][CH2:4][CH2:3][CH2:2]1.